Predict the product of the given reaction. From a dataset of Forward reaction prediction with 1.9M reactions from USPTO patents (1976-2016). (1) Given the reactants [C:1]([O:5][C:6]([N:8]1[C:16]2[C:11](=[CH:12][CH:13]=[C:14]([Cl:17])[CH:15]=2)[C:10]2([CH2:20][N:19](C(C3C=CC=CC=3)C3C=CC=CC=3)[CH2:18]2)[CH2:9]1)=[O:7])([CH3:4])([CH3:3])[CH3:2].ClC(OC(Cl)C)=O.CCN(C(C)C)C(C)C.CO, predict the reaction product. The product is: [C:1]([O:5][C:6]([N:8]1[C:16]2[C:11](=[CH:12][CH:13]=[C:14]([Cl:17])[CH:15]=2)[C:10]2([CH2:18][NH:19][CH2:20]2)[CH2:9]1)=[O:7])([CH3:4])([CH3:2])[CH3:3]. (2) Given the reactants C([O:5][C:6](=[O:29])[CH2:7][CH2:8][C:9]1[CH:18]=[CH:17][C:16]([C:19]2[CH:28]=[CH:27][C:22]([C:23]([O:25][CH3:26])=[O:24])=[CH:21][CH:20]=2)=[C:15]2[C:10]=1[CH:11]=[CH:12][CH:13]=[N:14]2)(C)(C)C.C([SiH](CC)CC)C, predict the reaction product. The product is: [CH3:26][O:25][C:23]([C:22]1[CH:21]=[CH:20][C:19]([C:16]2[CH:17]=[CH:18][C:9]([CH2:8][CH2:7][C:6]([OH:29])=[O:5])=[C:10]3[C:15]=2[N:14]=[CH:13][CH:12]=[CH:11]3)=[CH:28][CH:27]=1)=[O:24]. (3) Given the reactants Cl[C:2]1[N:3]=[C:4]([N:18]([CH3:20])[CH3:19])[C:5]2[CH2:10][CH2:9][CH:8]([C:11]3[CH:16]=[CH:15][C:14]([Cl:17])=[CH:13][CH:12]=3)[C:6]=2[N:7]=1.[Cl:21][C:22]1[N:23]=[CH:24][N:25]([C:27]2[CH:33]=[CH:32][C:30]([NH2:31])=[CH:29][C:28]=2[O:34][CH3:35])[CH:26]=1, predict the reaction product. The product is: [Cl:21][C:22]1[N:23]=[CH:24][N:25]([C:27]2[CH:33]=[CH:32][C:30]([NH:31][C:2]3[N:3]=[C:4]([N:18]([CH3:20])[CH3:19])[C:5]4[CH2:10][CH2:9][CH:8]([C:11]5[CH:16]=[CH:15][C:14]([Cl:17])=[CH:13][CH:12]=5)[C:6]=4[N:7]=3)=[CH:29][C:28]=2[O:34][CH3:35])[CH:26]=1.